Dataset: Forward reaction prediction with 1.9M reactions from USPTO patents (1976-2016). Task: Predict the product of the given reaction. (1) Given the reactants FC(F)(F)C(O)=O.[Cl:8][C:9]1[C:10]([O:23][C:24]2[CH:29]=[CH:28][C:27]([Cl:30])=[C:26]([Cl:31])[CH:25]=2)=[CH:11][C:12]([F:22])=[C:13]([CH:21]=1)[C:14]([O:16]C(C)(C)C)=[O:15], predict the reaction product. The product is: [Cl:8][C:9]1[C:10]([O:23][C:24]2[CH:29]=[CH:28][C:27]([Cl:30])=[C:26]([Cl:31])[CH:25]=2)=[CH:11][C:12]([F:22])=[C:13]([CH:21]=1)[C:14]([OH:16])=[O:15]. (2) Given the reactants F[C:2]1[CH:3]=[C:4]2[C:13](=[CH:14][CH:15]=1)[C:12]1[CH:11]=[CH:10][CH:9]=[CH:8][C:7]=1[N:6]([S:16]([C:19]1[CH:24]=[CH:23][C:22]([OH:25])=[CH:21][CH:20]=1)(=[O:18])=[O:17])[C@H:5]2[CH3:26].B(Br)(Br)Br.C1CCCCC=1, predict the reaction product. The product is: [CH3:26][C@H:5]1[C:4]2[C:13](=[CH:14][CH:15]=[CH:2][CH:3]=2)[C:12]2[CH:11]=[CH:10][CH:9]=[CH:8][C:7]=2[N:6]1[S:16]([C:19]1[CH:20]=[CH:21][C:22]([OH:25])=[CH:23][CH:24]=1)(=[O:18])=[O:17].